Dataset: Tyrosyl-DNA phosphodiesterase HTS with 341,365 compounds. Task: Binary Classification. Given a drug SMILES string, predict its activity (active/inactive) in a high-throughput screening assay against a specified biological target. (1) The molecule is O(c1c(NC(=O)C)cc(OC(=O)C)c2nonc12)C(=O)C. The result is 0 (inactive). (2) The compound is Clc1c(C2C(CC=C)(C(=S)NC(=C2C(OCC=C)=O)C)C#N)cccc1. The result is 0 (inactive). (3) The compound is S=C(N1CCN(CC1)c1ccccc1)c1ccc(C(C)(C)C)cc1. The result is 0 (inactive). (4) The drug is O(c1ncnc(n2nc(cc2C)C)c1)c1ccc(cc1)C. The result is 1 (active). (5) The molecule is O1CCN(CC1)C(=O)C(/NC(=O)/C=C\c1ccccc1)=C\c1ccc(OC)cc1. The result is 0 (inactive). (6) The compound is S(=O)(=O)(N1CC(CC(C1)C)C)c1c2c(sc1C)ncn(c2=O)CC(=O)N1CCC(CC1)C(=O)N. The result is 0 (inactive). (7) The drug is S(=O)(=O)(Nc1ccc(OC)cc1)c1cc(C(OCC(=O)NC2CCCCC2)=O)c(O)cc1. The result is 0 (inactive).